Binary Classification. Given a T-cell receptor sequence (or CDR3 region) and an epitope sequence, predict whether binding occurs between them. From a dataset of TCR-epitope binding with 47,182 pairs between 192 epitopes and 23,139 TCRs. The epitope is EPLPQGQLTAY. The TCR CDR3 sequence is CASRPPGGNEQFF. Result: 1 (the TCR binds to the epitope).